Dataset: Reaction yield outcomes from USPTO patents with 853,638 reactions. Task: Predict the reaction yield, written as a fraction of the theoretical maximum amount of product (1.0 means a 100% yield; for example, 0.34 means a 34% yield). (1) The reactants are [O:1]=[C:2]1[NH:7][C:6]2[CH:8]=[C:9]([CH2:12][N:13]3[CH2:18][CH2:17][N:16]([C:19]4[CH:27]=[CH:26][C:22]([C:23]([OH:25])=O)=[CH:21][CH:20]=4)[CH2:15][CH2:14]3)[CH:10]=[N:11][C:5]=2[N:4]2[CH2:28][CH2:29][CH2:30][C@@H:3]12.[NH:31]1[CH2:35][CH2:34][CH2:33][CH2:32]1.CN(C(ON1N=NC2C=CC=NC1=2)=[N+](C)C)C.F[P-](F)(F)(F)(F)F.CN1CCOCC1. The catalyst is CN(C=O)C. The product is [N:31]1([C:23]([C:22]2[CH:21]=[CH:20][C:19]([N:16]3[CH2:15][CH2:14][N:13]([CH2:12][C:9]4[CH:10]=[N:11][C:5]5[N:4]6[CH2:28][CH2:29][CH2:30][C@H:3]6[C:2](=[O:1])[NH:7][C:6]=5[CH:8]=4)[CH2:18][CH2:17]3)=[CH:27][CH:26]=2)=[O:25])[CH2:35][CH2:34][CH2:33][CH2:32]1. The yield is 0.260. (2) The reactants are [C:1]([O:5][C:6](=[O:29])[CH2:7][O:8][NH:9][C:10]([C@@H:12]1[CH2:18][CH2:17][C@@H:16]2[CH2:19][N:13]1[C:14](=[O:28])[N:15]2[O:20]CC1C=CC=CC=1)=[O:11])([CH3:4])([CH3:3])[CH3:2].[H][H]. The catalyst is CO.[Pd]. The product is [C:1]([O:5][C:6](=[O:29])[CH2:7][O:8][NH:9][C:10]([C@@H:12]1[CH2:18][CH2:17][C@@H:16]2[CH2:19][N:13]1[C:14](=[O:28])[N:15]2[OH:20])=[O:11])([CH3:4])([CH3:2])[CH3:3]. The yield is 0.890.